This data is from NCI-60 drug combinations with 297,098 pairs across 59 cell lines. The task is: Regression. Given two drug SMILES strings and cell line genomic features, predict the synergy score measuring deviation from expected non-interaction effect. (1) Drug 1: CC1=CC2C(CCC3(C2CCC3(C(=O)C)OC(=O)C)C)C4(C1=CC(=O)CC4)C. Drug 2: C1=C(C(=O)NC(=O)N1)F. Cell line: A498. Synergy scores: CSS=49.5, Synergy_ZIP=-4.27, Synergy_Bliss=-7.07, Synergy_Loewe=-10.3, Synergy_HSA=-4.95. (2) Drug 1: CC1=C(C=C(C=C1)NC(=O)C2=CC=C(C=C2)CN3CCN(CC3)C)NC4=NC=CC(=N4)C5=CN=CC=C5. Drug 2: CC1C(C(CC(O1)OC2CC(OC(C2O)C)OC3=CC4=CC5=C(C(=O)C(C(C5)C(C(=O)C(C(C)O)O)OC)OC6CC(C(C(O6)C)O)OC7CC(C(C(O7)C)O)OC8CC(C(C(O8)C)O)(C)O)C(=C4C(=C3C)O)O)O)O. Cell line: COLO 205. Synergy scores: CSS=48.6, Synergy_ZIP=2.48, Synergy_Bliss=-0.190, Synergy_Loewe=-35.8, Synergy_HSA=-3.22. (3) Drug 1: COC1=NC(=NC2=C1N=CN2C3C(C(C(O3)CO)O)O)N. Drug 2: CC=C1C(=O)NC(C(=O)OC2CC(=O)NC(C(=O)NC(CSSCCC=C2)C(=O)N1)C(C)C)C(C)C. Cell line: DU-145. Synergy scores: CSS=8.10, Synergy_ZIP=3.78, Synergy_Bliss=0.143, Synergy_Loewe=-67.3, Synergy_HSA=-7.26.